This data is from Forward reaction prediction with 1.9M reactions from USPTO patents (1976-2016). The task is: Predict the product of the given reaction. (1) The product is: [Cl-:16].[Cl:16][CH2:7][CH2:8][NH2+:9][CH:10]([CH2:12][CH3:13])[CH3:11]. Given the reactants CC(N)CC.O[CH2:7][CH2:8][NH:9][CH:10]([CH2:12][CH3:13])[CH3:11].O=S(Cl)[Cl:16], predict the reaction product. (2) Given the reactants [C:1]([C:5]1[CH:6]=[C:7]([OH:11])[CH:8]=[CH:9][CH:10]=1)([CH3:4])([CH3:3])[CH3:2].[CH3:12][O:13]C(Cl)Cl.Cl.O, predict the reaction product. The product is: [C:1]([C:5]1[CH:10]=[CH:9][C:8]([CH:12]=[O:13])=[C:7]([OH:11])[CH:6]=1)([CH3:4])([CH3:2])[CH3:3]. (3) Given the reactants Cl[C:2]1[CH:7]=[CH:6][CH:5]=[CH:4][C:3]=1[CH2:8][N:9]1[C:21]2[C:20]3[CH:19]=[C:18]([O:22][CH3:23])[C:17]([C:24]4[C:25]([CH3:30])=[N:26][O:27][C:28]=4[CH3:29])=[CH:16][C:15]=3[N:14]=[CH:13][C:12]=2[O:11][C:10]1=[O:31].[Cl:32]C1C=C(C=CC=1)CBr, predict the reaction product. The product is: [Cl:32][C:7]1[CH:2]=[C:3]([CH2:8][N:9]2[C:21]3[C:20]4[CH:19]=[C:18]([O:22][CH3:23])[C:17]([C:24]5[C:25]([CH3:30])=[N:26][O:27][C:28]=5[CH3:29])=[CH:16][C:15]=4[N:14]=[CH:13][C:12]=3[O:11][C:10]2=[O:31])[CH:4]=[CH:5][CH:6]=1. (4) Given the reactants Br[C:2]1[CH:20]=[CH:19][C:5]2[N:6]([CH2:9][CH2:10][NH:11][C:12](=[O:18])[O:13][C:14]([CH3:17])([CH3:16])[CH3:15])[CH:7]=[N:8][C:4]=2[CH:3]=1.[CH3:21][C:22]1([CH3:38])[C:26]([CH3:28])([CH3:27])[O:25][B:24]([B:24]2[O:25][C:26]([CH3:28])([CH3:27])[C:22]([CH3:38])([CH3:21])[O:23]2)[O:23]1.C([O-])(=O)C.[K+], predict the reaction product. The product is: [CH3:21][C:22]1([CH3:38])[C:26]([CH3:28])([CH3:27])[O:25][B:24]([C:2]2[CH:20]=[CH:19][C:5]3[N:6]([CH2:9][CH2:10][NH:11][C:12](=[O:18])[O:13][C:14]([CH3:17])([CH3:16])[CH3:15])[CH:7]=[N:8][C:4]=3[CH:3]=2)[O:23]1. (5) Given the reactants Br[C:2]1[C:6]2[C:7]3[N:8]([CH3:28])[C:9](=[O:27])[N:10]([C:15]4[C:20]([F:21])=[C:19]([O:22][CH3:23])[CH:18]=[C:17]([O:24][CH3:25])[C:16]=4[F:26])[CH2:11][C:12]=3[CH:13]=[N:14][C:5]=2[NH:4][N:3]=1.ClCCl.[CH3:32][N:33](C=O)C, predict the reaction product. The product is: [F:26][C:16]1[C:17]([O:24][CH3:25])=[CH:18][C:19]([O:22][CH3:23])=[C:20]([F:21])[C:15]=1[N:10]1[CH2:11][C:12]2[CH:13]=[N:14][C:5]3[NH:4][N:3]=[C:2]([C:32]#[N:33])[C:6]=3[C:7]=2[N:8]([CH3:28])[C:9]1=[O:27]. (6) Given the reactants C([Si](C)(C)[O:6][C:7]1[C:12]([CH3:13])=[CH:11][C:10]([C:14]2([C:24]3[CH:29]=[C:28]([CH3:30])[C:27]([O:31][Si](C(C)(C)C)(C)C)=[C:26]([CH3:39])[CH:25]=3)[C:22]3[C:17](=[CH:18][CH:19]=[CH:20][CH:21]=3)[NH:16][C:15]2=[O:23])=[CH:9][C:8]=1[CH3:40])(C)(C)C.[Br:43][C:44]1[CH:45]=[C:46](B(O)O)[CH:47]=[CH:48][CH:49]=1.C(N(CC)CC)C.[F-].C([N+](CCCC)(CCCC)CCCC)CCC, predict the reaction product. The product is: [Br:43][C:44]1[CH:49]=[C:48]([N:16]2[C:17]3[C:22](=[CH:21][CH:20]=[CH:19][CH:18]=3)[C:14]([C:10]3[CH:9]=[C:8]([CH3:40])[C:7]([OH:6])=[C:12]([CH3:13])[CH:11]=3)([C:24]3[CH:29]=[C:28]([CH3:30])[C:27]([OH:31])=[C:26]([CH3:39])[CH:25]=3)[C:15]2=[O:23])[CH:47]=[CH:46][CH:45]=1.